Dataset: Catalyst prediction with 721,799 reactions and 888 catalyst types from USPTO. Task: Predict which catalyst facilitates the given reaction. (1) Reactant: [F-].C([N+](CCCC)(CCCC)CCCC)CCC.O1CCCC1.[Si]([O:31][CH2:32][C:33]1[C:34]2[N:35]([N:42]=[C:43]([C:45]([F:48])([F:47])[F:46])[CH:44]=2)[C:36]([CH2:39][O:40][CH3:41])=[CH:37][CH:38]=1)(C(C)(C)C)(C)C.O. Product: [OH:31][CH2:32][C:33]1[C:34]2[N:35]([N:42]=[C:43]([C:45]([F:48])([F:47])[F:46])[CH:44]=2)[C:36]([CH2:39][O:40][CH3:41])=[CH:37][CH:38]=1. The catalyst class is: 7. (2) Reactant: [CH3:1][O:2][C:3]1[CH:8]=[CH:7][CH:6]=[C:5]([CH3:9])[C:4]=1[NH2:10].[Br:11]Br.C(OCC)(=O)C. Product: [Br:11][C:7]1[CH:6]=[C:5]([CH3:9])[C:4]([NH2:10])=[C:3]([O:2][CH3:1])[CH:8]=1.[BrH:11]. The catalyst class is: 130. (3) Reactant: C(OC([N:8]1[CH2:11][CH:10]([C:12]2[CH:44]=[CH:43][C:15]3[C:16]4[N:17]=[C:18]([C:24]5[N:25]([CH:40]([CH3:42])[CH3:41])[N:26]=[C:27]([NH:29][C:30]([O:32][CH2:33][C:34]6[CH:39]=[CH:38][CH:37]=[CH:36][CH:35]=6)=[O:31])[N:28]=5)[S:19][C:20]=4[CH2:21][CH2:22][O:23][C:14]=3[CH:13]=2)[CH2:9]1)=O)(C)(C)C.[ClH:45].CO. Product: [ClH:45].[CH2:33]([O:32][C:30](=[O:31])[NH:29][C:27]1[N:28]=[C:24]([C:18]2[S:19][C:20]3[CH2:21][CH2:22][O:23][C:14]4[CH:13]=[C:12]([CH:10]5[CH2:9][NH:8][CH2:11]5)[CH:44]=[CH:43][C:15]=4[C:16]=3[N:17]=2)[N:25]([CH:40]([CH3:41])[CH3:42])[N:26]=1)[C:34]1[CH:35]=[CH:36][CH:37]=[CH:38][CH:39]=1. The catalyst class is: 135. (4) Reactant: [Si]([O:8][CH2:9][C:10]1[C:18]2[O:17][N:16]=[C:15]([CH2:19][CH2:20][CH:21]3[CH2:26][CH2:25][N:24]([C:27]([O:29][C:30]([CH3:33])([CH3:32])[CH3:31])=[O:28])[CH2:23][CH2:22]3)[C:14]=2[CH:13]=[CH:12][C:11]=1[O:34][CH2:35][C:36]1[CH:41]=[CH:40][C:39]([F:42])=[CH:38][CH:37]=1)(C(C)(C)C)(C)C.[F-].C([N+](CCCC)(CCCC)CCCC)CCC.[Cl-].[NH4+].C(OCC)(=O)C. Product: [F:42][C:39]1[CH:38]=[CH:37][C:36]([CH2:35][O:34][C:11]2[CH:12]=[CH:13][C:14]3[C:15]([CH2:19][CH2:20][CH:21]4[CH2:26][CH2:25][N:24]([C:27]([O:29][C:30]([CH3:33])([CH3:32])[CH3:31])=[O:28])[CH2:23][CH2:22]4)=[N:16][O:17][C:18]=3[C:10]=2[CH2:9][OH:8])=[CH:41][CH:40]=1. The catalyst class is: 7. (5) Reactant: [CH2:1]([N:8]([CH2:23][C:24]1[CH:29]=[CH:28][CH:27]=[CH:26][CH:25]=1)[C:9]1[CH:14]=[CH:13][CH:12]=[C:11]([N+:15]([O-:17])=[O:16])[C:10]=1[CH:18]1OCC[O:19]1)[C:2]1[CH:7]=[CH:6][CH:5]=[CH:4][CH:3]=1.S(=O)(=O)(O)O. Product: [CH2:23]([N:8]([CH2:1][C:2]1[CH:7]=[CH:6][CH:5]=[CH:4][CH:3]=1)[C:9]1[CH:14]=[CH:13][CH:12]=[C:11]([N+:15]([O-:17])=[O:16])[C:10]=1[CH:18]=[O:19])[C:24]1[CH:25]=[CH:26][CH:27]=[CH:28][CH:29]=1. The catalyst class is: 7.